Dataset: Forward reaction prediction with 1.9M reactions from USPTO patents (1976-2016). Task: Predict the product of the given reaction. (1) Given the reactants [OH-].[Na+].[Cl:3][C:4]1[CH:9]=[CH:8][C:7]([C:10]2[C:15]([CH:16]([CH2:21][CH2:22][CH3:23])[C:17]([O:19]C)=[O:18])=[C:14]([CH3:24])[N:13]=[C:12]([C:25]3[CH:30]=[CH:29][CH:28]=[CH:27][CH:26]=3)[N:11]=2)=[C:6]([O:31][CH3:32])[CH:5]=1, predict the reaction product. The product is: [Cl:3][C:4]1[CH:9]=[CH:8][C:7]([C:10]2[C:15]([CH:16]([CH2:21][CH2:22][CH3:23])[C:17]([OH:19])=[O:18])=[C:14]([CH3:24])[N:13]=[C:12]([C:25]3[CH:26]=[CH:27][CH:28]=[CH:29][CH:30]=3)[N:11]=2)=[C:6]([O:31][CH3:32])[CH:5]=1. (2) The product is: [Br:1][C:2]1[CH:6]=[CH:5][S:4][C:3]=1[C:7]([NH:13][C:12]1[CH:14]=[CH:15][C:16]([O:18][CH3:19])=[CH:17][C:11]=1[CH3:10])=[O:9]. Given the reactants [Br:1][C:2]1[CH:6]=[CH:5][S:4][C:3]=1[C:7]([OH:9])=O.[CH3:10][C:11]1[CH:17]=[C:16]([O:18][CH3:19])[CH:15]=[CH:14][C:12]=1[NH2:13], predict the reaction product. (3) Given the reactants [OH:1][CH2:2][CH2:3][O:4][CH:5]([CH3:15])[CH2:6][NH:7][C:8](=[O:14])[O:9][C:10]([CH3:13])([CH3:12])[CH3:11].[H-].[Na+].[CH3:18]I, predict the reaction product. The product is: [CH3:18][O:1][CH2:2][CH2:3][O:4][CH:5]([CH3:15])[CH2:6][NH:7][C:8](=[O:14])[O:9][C:10]([CH3:11])([CH3:13])[CH3:12]. (4) Given the reactants O[C:2]1[CH:3]=[CH:4][C:5]2[C:6](=[O:17])[C:7]3[C:12]([O:13][C:14]=2[CH:15]=1)=[CH:11][C:10](O)=[CH:9][CH:8]=3.C1C=CC(N([S:25]([C:28]([F:31])([F:30])[F:29])(=[O:27])=[O:26])[S:25]([C:28]([F:31])([F:30])[F:29])(=[O:27])=[O:26])=CC=1.C(N(CC)C(C)C)(C)C, predict the reaction product. The product is: [F:29][C:28]([F:31])([F:30])[S:25]([C:2]1[CH:3]=[CH:4][C:5]2[C:6](=[O:17])[C:7]3[C:12]([O:13][C:14]=2[CH:15]=1)=[CH:11][C:10]([S:25]([C:28]([F:29])([F:30])[F:31])(=[O:26])=[O:27])=[CH:9][CH:8]=3)(=[O:27])=[O:26].